This data is from Catalyst prediction with 721,799 reactions and 888 catalyst types from USPTO. The task is: Predict which catalyst facilitates the given reaction. Reactant: O.ON1C2C=CC=CC=2N=N1.Cl.CN(C)CCCN=C=NCC.[O:24]=[C:25]1[NH:30][CH:29]=[C:28]([C:31]([OH:33])=O)[CH:27]=[CH:26]1.O[N:35]=[C:36]([C:38]1[CH:43]=[CH:42][C:41]([O:44][C:45]([F:48])([F:47])[F:46])=[CH:40][CH:39]=1)[NH2:37]. Product: [F:46][C:45]([F:47])([F:48])[O:44][C:41]1[CH:40]=[CH:39][C:38]([C:36]2[N:37]=[C:31]([C:28]3[CH:27]=[CH:26][C:25](=[O:24])[NH:30][CH:29]=3)[O:33][N:35]=2)=[CH:43][CH:42]=1. The catalyst class is: 18.